This data is from NCI-60 drug combinations with 297,098 pairs across 59 cell lines. The task is: Regression. Given two drug SMILES strings and cell line genomic features, predict the synergy score measuring deviation from expected non-interaction effect. (1) Drug 1: CC1=C2C(C(=O)C3(C(CC4C(C3C(C(C2(C)C)(CC1OC(=O)C(C(C5=CC=CC=C5)NC(=O)C6=CC=CC=C6)O)O)OC(=O)C7=CC=CC=C7)(CO4)OC(=O)C)O)C)OC(=O)C. Drug 2: CS(=O)(=O)OCCCCOS(=O)(=O)C. Cell line: HCT-15. Synergy scores: CSS=3.39, Synergy_ZIP=8.62, Synergy_Bliss=4.22, Synergy_Loewe=4.26, Synergy_HSA=1.08. (2) Drug 1: CC12CCC(CC1=CCC3C2CCC4(C3CC=C4C5=CN=CC=C5)C)O. Drug 2: CC1=CC2C(CCC3(C2CCC3(C(=O)C)OC(=O)C)C)C4(C1=CC(=O)CC4)C. Cell line: OVCAR-4. Synergy scores: CSS=6.53, Synergy_ZIP=-3.70, Synergy_Bliss=-1.10, Synergy_Loewe=-7.72, Synergy_HSA=-0.691. (3) Drug 1: COC1=CC(=CC(=C1O)OC)C2C3C(COC3=O)C(C4=CC5=C(C=C24)OCO5)OC6C(C(C7C(O6)COC(O7)C8=CC=CS8)O)O. Drug 2: CCN(CC)CCNC(=O)C1=C(NC(=C1C)C=C2C3=C(C=CC(=C3)F)NC2=O)C. Cell line: OVCAR-5. Synergy scores: CSS=20.5, Synergy_ZIP=-5.21, Synergy_Bliss=0.627, Synergy_Loewe=-11.0, Synergy_HSA=-2.68. (4) Drug 1: CCCCCOC(=O)NC1=NC(=O)N(C=C1F)C2C(C(C(O2)C)O)O. Synergy scores: CSS=2.62, Synergy_ZIP=-0.870, Synergy_Bliss=2.40, Synergy_Loewe=-11.5, Synergy_HSA=-1.46. Drug 2: C1=NC2=C(N=C(N=C2N1C3C(C(C(O3)CO)O)F)Cl)N. Cell line: NCI-H522. (5) Drug 1: C1CN1C2=NC(=NC(=N2)N3CC3)N4CC4. Drug 2: CN(C)C1=NC(=NC(=N1)N(C)C)N(C)C. Cell line: SNB-75. Synergy scores: CSS=28.8, Synergy_ZIP=-8.61, Synergy_Bliss=-1.23, Synergy_Loewe=-1.91, Synergy_HSA=-1.92. (6) Drug 1: CS(=O)(=O)C1=CC(=C(C=C1)C(=O)NC2=CC(=C(C=C2)Cl)C3=CC=CC=N3)Cl. Drug 2: CC1=C(C(=CC=C1)Cl)NC(=O)C2=CN=C(S2)NC3=CC(=NC(=N3)C)N4CCN(CC4)CCO. Cell line: MALME-3M. Synergy scores: CSS=-1.14, Synergy_ZIP=-0.733, Synergy_Bliss=-2.78, Synergy_Loewe=-4.18, Synergy_HSA=-4.54. (7) Drug 1: C1=CN(C=N1)CC(O)(P(=O)(O)O)P(=O)(O)O. Drug 2: C1CN(P(=O)(OC1)NCCCl)CCCl. Cell line: MOLT-4. Synergy scores: CSS=-15.7, Synergy_ZIP=8.58, Synergy_Bliss=3.36, Synergy_Loewe=-9.24, Synergy_HSA=-9.24. (8) Drug 1: C1=CC(=CC=C1CCCC(=O)O)N(CCCl)CCCl. Drug 2: CCN(CC)CCCC(C)NC1=C2C=C(C=CC2=NC3=C1C=CC(=C3)Cl)OC. Cell line: UACC62. Synergy scores: CSS=11.2, Synergy_ZIP=-10.5, Synergy_Bliss=-10.7, Synergy_Loewe=-8.82, Synergy_HSA=-8.54. (9) Drug 1: C1=NC2=C(N=C(N=C2N1C3C(C(C(O3)CO)O)F)Cl)N. Drug 2: C1C(C(OC1N2C=NC(=NC2=O)N)CO)O. Cell line: OVCAR-5. Synergy scores: CSS=8.97, Synergy_ZIP=-3.31, Synergy_Bliss=1.09, Synergy_Loewe=0.0660, Synergy_HSA=1.37. (10) Drug 1: CN(C)C1=NC(=NC(=N1)N(C)C)N(C)C. Drug 2: CC1C(C(CC(O1)OC2CC(CC3=C2C(=C4C(=C3O)C(=O)C5=CC=CC=C5C4=O)O)(C(=O)C)O)N)O. Cell line: MALME-3M. Synergy scores: CSS=43.7, Synergy_ZIP=-1.70, Synergy_Bliss=-0.598, Synergy_Loewe=-42.9, Synergy_HSA=-1.43.